From a dataset of Full USPTO retrosynthesis dataset with 1.9M reactions from patents (1976-2016). Predict the reactants needed to synthesize the given product. (1) Given the product [C:1]1([CH:7]2[CH2:8][CH2:9][N:10]([C:14]3[CH:21]=[CH:20][C:17]([C:18]#[N:19])=[CH:16][CH:15]=3)[CH2:11][CH2:12]2)[CH:6]=[CH:5][CH:4]=[CH:3][CH:2]=1, predict the reactants needed to synthesize it. The reactants are: [C:1]1([CH:7]2[CH2:12][CH2:11][NH:10][CH2:9][CH2:8]2)[CH:6]=[CH:5][CH:4]=[CH:3][CH:2]=1.F[C:14]1[CH:21]=[CH:20][C:17]([C:18]#[N:19])=[CH:16][CH:15]=1.C(=O)([O-])[O-].[K+].[K+].C(OCC)(=O)C. (2) Given the product [CH2:1]([N:3]1[C:10]2[CH:9]=[C:8]([C:11]([OH:13])=[O:12])[NH:7][C:6]=2[C:5]([N:16]([CH3:25])[S:17]([C:20]2[S:21][CH:22]=[CH:23][CH:24]=2)(=[O:18])=[O:19])=[CH:4]1)[CH3:2], predict the reactants needed to synthesize it. The reactants are: [CH2:1]([N:3]1[C:10]2[CH:9]=[C:8]([C:11]([O:13]CC)=[O:12])[NH:7][C:6]=2[C:5]([N:16]([CH3:25])[S:17]([C:20]2[S:21][CH:22]=[CH:23][CH:24]=2)(=[O:19])=[O:18])=[CH:4]1)[CH3:2].O1CCCC1.[OH-].[Na+].